From a dataset of Reaction yield outcomes from USPTO patents with 853,638 reactions. Predict the reaction yield, written as a fraction of the theoretical maximum amount of product (1.0 means a 100% yield; for example, 0.34 means a 34% yield). (1) The reactants are [CH3:1][O:2][C:3]1[CH:12]=[CH:11][CH:10]=[C:9]2[C:4]=1[CH2:5][CH2:6][C:7](=[O:13])[NH:8]2.[CH3:14][O:15]C(Cl)Cl. The catalyst is ClCCl.[Ti](Cl)(Cl)(Cl)Cl. The product is [CH3:1][O:2][C:3]1[CH:12]=[CH:11][C:10]([CH:14]=[O:15])=[C:9]2[C:4]=1[CH2:5][CH2:6][C:7](=[O:13])[NH:8]2. The yield is 0.920. (2) The reactants are [F:1][C:2]1[CH:7]=[CH:6][C:5]([CH2:8][NH:9][C@H:10]2[C@@H:16]3[CH2:17][CH2:18][C@@H:12]([C@@H:13]4[C@H:15]3[CH2:14]4)[C@H:11]2[C:19](OC)=[O:20])=[CH:4][CH:3]=1.[CH3:23][S:24]([NH:27][C:28]1[CH:43]=[CH:42][C:31]2[NH:32][C:33]([CH2:38][C:39](O)=[O:40])=[N:34][S:35](=[O:37])(=[O:36])[C:30]=2[CH:29]=1)(=[O:26])=[O:25].CN1CCOCC1.Cl.CN(C)CCCN=C=NCC.C(N(CC)CC)C. The catalyst is CN(C)C=O.C(OCC)(=O)C. The product is [F:1][C:2]1[CH:3]=[CH:4][C:5]([CH2:8][N:9]2[C:39](=[O:40])[C:38]([C:33]3[NH:32][C:31]4[CH:42]=[CH:43][C:28]([NH:27][S:24]([CH3:23])(=[O:26])=[O:25])=[CH:29][C:30]=4[S:35](=[O:37])(=[O:36])[N:34]=3)=[C:19]([OH:20])[C@H:11]3[C@@H:10]2[C@@H:16]2[CH2:17][CH2:18][C@H:12]3[C@@H:13]3[C@H:15]2[CH2:14]3)=[CH:6][CH:7]=1. The yield is 0.800. (3) The reactants are C[CH:2]1[CH2:7][CH2:6][CH2:5][CH2:4][N:3]1[CH2:8][C:9]1[CH:14]=[CH:13][C:12]([F:15])=[C:11]([F:16])[CH:10]=1.B.[CH2:18]1[CH2:22]O[CH2:20][CH2:19]1.CO. The catalyst is C1COCC1. The product is [C:18]1([CH:22]([NH:3][CH2:2][CH2:7][CH:6]2[CH2:7][CH2:2][N:3]([CH2:8][C:9]3[CH:14]=[CH:13][C:12]([F:15])=[C:11]([F:16])[CH:10]=3)[CH2:4][CH2:5]2)[C:11]2[CH:10]=[CH:9][CH:14]=[CH:13][CH:12]=2)[CH:4]=[CH:5][CH:6]=[CH:20][CH:19]=1. The yield is 0.900. (4) The reactants are [C:1]([O:9][C@@H:10]1[C@@H:17]([O:18][CH2:19][C:20]2[CH:25]=[CH:24][CH:23]=[CH:22][CH:21]=2)[C@H:16]([O:26][CH2:27][C:28]2[CH:33]=[CH:32][CH:31]=[CH:30][CH:29]=2)[C@@H:15]([CH2:34][O:35]CC2C=CC(Cl)=CC=2)[O:14][C@H:11]1[O:12][CH3:13])(=[O:8])[C:2]1[CH:7]=[CH:6][CH:5]=[CH:4][CH:3]=1.N1CCOCC1.[O-]P([O-])([O-])=O.[K+].[K+].[K+].Cl[Sn](Cl)(Cl)Cl. The catalyst is CC([O-])=O.CC([O-])=O.[Pd+2]. The product is [C:1]([O:9][C@@H:10]1[C@@H:17]([O:18][CH2:19][C:20]2[CH:21]=[CH:22][CH:23]=[CH:24][CH:25]=2)[C@H:16]([O:26][CH2:27][C:28]2[CH:29]=[CH:30][CH:31]=[CH:32][CH:33]=2)[C@@H:15]([CH2:34][OH:35])[O:14][C@H:11]1[O:12][CH3:13])(=[O:8])[C:2]1[CH:7]=[CH:6][CH:5]=[CH:4][CH:3]=1. The yield is 0.790.